Dataset: Reaction yield outcomes from USPTO patents with 853,638 reactions. Task: Predict the reaction yield, written as a fraction of the theoretical maximum amount of product (1.0 means a 100% yield; for example, 0.34 means a 34% yield). The reactants are [Br:1][C:2]1[CH:3]=[CH:4][C:5]2[CH:11]3[CH2:12][CH:9]([CH2:10]3)[N:8]3[C:13]([C:19](O)=[O:20])=[C:14]([C:16](=[O:18])[NH2:17])[N:15]=[C:7]3[C:6]=2[CH:22]=1.[CH:23]1([NH2:26])[CH2:25][CH2:24]1. No catalyst specified. The product is [Br:1][C:2]1[CH:3]=[CH:4][C:5]2[CH:11]3[CH2:12][CH:9]([CH2:10]3)[N:8]3[C:13]([C:19]([NH:26][CH:23]4[CH2:25][CH2:24]4)=[O:20])=[C:14]([C:16]([NH2:17])=[O:18])[N:15]=[C:7]3[C:6]=2[CH:22]=1. The yield is 0.850.